This data is from Catalyst prediction with 721,799 reactions and 888 catalyst types from USPTO. The task is: Predict which catalyst facilitates the given reaction. Reactant: Cl[C:2]([O:4][CH3:5])=[O:3].[NH2:6][C@H:7]([C:15]1[CH:20]=[CH:19][CH:18]=[CH:17][CH:16]=1)[C:8]([O:10][C:11]([CH3:14])([CH3:13])[CH3:12])=[O:9].Cl.C(N(C(C)C)CC)(C)C. Product: [CH3:5][O:4][C:2]([NH:6][C@H:7]([C:15]1[CH:16]=[CH:17][CH:18]=[CH:19][CH:20]=1)[C:8]([O:10][C:11]([CH3:14])([CH3:13])[CH3:12])=[O:9])=[O:3]. The catalyst class is: 1.